Task: Regression. Given a peptide amino acid sequence and an MHC pseudo amino acid sequence, predict their binding affinity value. This is MHC class I binding data.. Dataset: Peptide-MHC class I binding affinity with 185,985 pairs from IEDB/IMGT (1) The peptide sequence is IGILHLILW. The MHC is HLA-B58:01 with pseudo-sequence HLA-B58:01. The binding affinity (normalized) is 0.252. (2) The peptide sequence is FQAGMRLYF. The MHC is HLA-A02:03 with pseudo-sequence HLA-A02:03. The binding affinity (normalized) is 0.0847. (3) The peptide sequence is LLSEADVRA. The MHC is HLA-B27:05 with pseudo-sequence HLA-B27:05. The binding affinity (normalized) is 0.